From a dataset of Full USPTO retrosynthesis dataset with 1.9M reactions from patents (1976-2016). Predict the reactants needed to synthesize the given product. (1) The reactants are: [CH2:1]([NH:8][C:9]1[C:14]2=[C:15]([C:18]3[CH:23]=[CH:22][CH:21]=[CH:20][CH:19]=3)[CH:16]=[CH:17][N:13]2[N:12]=[C:11]([C:24]2[CH:25]=[N:26][CH:27]=C([CH:31]=2)C#N)[N:10]=1)[C:2]1[CH:7]=[CH:6][CH:5]=[CH:4][CH:3]=1.[OH-:32].[K+].Cl.[O:35]1[CH2:40][CH2:39]OCC1. Given the product [CH2:1]([NH:8][C:9]1[C:14]2=[C:15]([C:18]3[CH:23]=[CH:22][CH:21]=[CH:20][CH:19]=3)[CH:16]=[CH:17][N:13]2[N:12]=[C:11]([C:24]2[CH:25]=[N:26][CH:27]=[C:39]([CH:31]=2)[C:40]([OH:35])=[O:32])[N:10]=1)[C:2]1[CH:7]=[CH:6][CH:5]=[CH:4][CH:3]=1, predict the reactants needed to synthesize it. (2) Given the product [OH:6][C:7]1[CH:12]=[CH:11][C:10]([C:13]([F:14])([F:15])[F:16])=[CH:9][C:8]=1[C:17]1[CH:21]=[C:20]([O:22][S:23]([C:26]([F:27])([F:29])[F:28])(=[O:25])=[O:24])[N:19]([C@H:30]([C:32]2[CH:33]=[CH:34][C:35]([C:36]([O:38][CH2:39][CH3:40])=[O:37])=[CH:41][CH:42]=2)[CH3:31])[N:18]=1, predict the reactants needed to synthesize it. The reactants are: B(Br)(Br)Br.C[O:6][C:7]1[CH:12]=[CH:11][C:10]([C:13]([F:16])([F:15])[F:14])=[CH:9][C:8]=1[C:17]1[CH:21]=[C:20]([O:22][S:23]([C:26]([F:29])([F:28])[F:27])(=[O:25])=[O:24])[N:19]([C@H:30]([C:32]2[CH:42]=[CH:41][C:35]([C:36]([O:38][CH2:39][CH3:40])=[O:37])=[CH:34][CH:33]=2)[CH3:31])[N:18]=1. (3) Given the product [Br:1][C:25]1([CH:34]=[O:35])[CH2:24][CH:23]=[C:22]([O:28][CH3:29])[CH:21]=[C:20]1[C:14]1[CH:15]=[CH:16][C:17]([F:19])=[CH:18][C:13]=1[F:12], predict the reactants needed to synthesize it. The reactants are: [Br:1]N1C(=O)NC(=O)N(Br)C1=O.[F:12][C:13]1[CH:18]=[C:17]([F:19])[CH:16]=[CH:15][C:14]=1[C:20]1[CH:25]=[CH:24][C:23](C=O)=[C:22]([O:28][CH3:29])[CH:21]=1.O.CN([CH:34]=[O:35])C. (4) Given the product [S:1]1[CH:5]=[CH:4][CH:3]=[C:2]1[CH:6]([OH:10])[CH2:7][C:8]#[N:9], predict the reactants needed to synthesize it. The reactants are: [S:1]1[CH:5]=[CH:4][CH:3]=[C:2]1[C:6](=[O:10])[CH2:7][C:8]#[N:9].C(N(CC)CC)C.C(O)=O. (5) Given the product [O:1]1[C@@H:6]([C:7]([N:17]2[CH2:16][CH2:15][N:14]([C:20]3[CH:29]=[CH:28][CH:27]=[CH:26][C:21]=3[C:22]([O:24][CH3:25])=[O:23])[CH2:19][CH2:18]2)=[O:8])[CH2:5][O:4][C:3]2[CH:10]=[CH:11][CH:12]=[CH:13][C:2]1=2, predict the reactants needed to synthesize it. The reactants are: [O:1]1[C@@H:6]([C:7](Cl)=[O:8])[CH2:5][O:4][C:3]2[CH:10]=[CH:11][CH:12]=[CH:13][C:2]1=2.[N:14]1([C:20]2[CH:29]=[CH:28][CH:27]=[CH:26][C:21]=2[C:22]([O:24][CH3:25])=[O:23])[CH2:19][CH2:18][NH:17][CH2:16][CH2:15]1.C(N(CC)CC)C.